This data is from Full USPTO retrosynthesis dataset with 1.9M reactions from patents (1976-2016). The task is: Predict the reactants needed to synthesize the given product. (1) Given the product [Br:24][C:20]1[N:19]=[C:18]([CH2:17][N:8]2[C:9]3[C:14](=[CH:13][CH:12]=[CH:11][CH:10]=3)[C:15](=[O:16])[C:6]([C:4](=[O:5])[C:29]3[CH:30]=[C:31]([CH3:33])[CH:32]=[C:27]([CH3:26])[CH:28]=3)=[CH:7]2)[CH:23]=[CH:22][CH:21]=1, predict the reactants needed to synthesize it. The reactants are: CON(C)[C:4]([C:6]1[C:15](=[O:16])[C:14]2[C:9](=[CH:10][CH:11]=[CH:12][CH:13]=2)[N:8]([CH2:17][C:18]2[CH:23]=[CH:22][CH:21]=[C:20]([Br:24])[N:19]=2)[CH:7]=1)=[O:5].[CH3:26][C:27]1[CH:28]=[C:29]([Mg]Br)[CH:30]=[C:31]([CH3:33])[CH:32]=1. (2) Given the product [ClH:13].[ClH:13].[NH2:1][C:2]1[C:7]([NH2:8])=[CH:6][CH:5]=[C:4]([O:11][CH3:12])[N:3]=1, predict the reactants needed to synthesize it. The reactants are: [NH2:1][C:2]1[C:7]([N+:8]([O-])=O)=[CH:6][CH:5]=[C:4]([O:11][CH3:12])[N:3]=1.[ClH:13].